From a dataset of Catalyst prediction with 721,799 reactions and 888 catalyst types from USPTO. Predict which catalyst facilitates the given reaction. (1) Reactant: [CH:1]1([N:7]2[CH2:11][CH2:10][N:9]([CH2:12][CH2:13][CH2:14][CH2:15][N:16]3[CH2:21][CH2:20][CH:19]([C:22]4[CH:27]=[CH:26][CH:25]=[CH:24][C:23]=4[OH:28])[CH2:18][CH2:17]3)[C:8]2=[O:29])[CH2:6][CH2:5][CH2:4][CH2:3][CH2:2]1.[C:30]([O:34][C:35](N1CCC(C2C=CC=CC=2O)CC1)=[O:36])([CH3:33])([CH3:32])[CH3:31].ClCCCCN1CCN(C2CCCCC2)[C:56]1=[O:66].CC(=C)C.FC(F)(F)S(O)(=O)=O. Product: [C:56]([OH:66])(=[O:28])[C:35]([OH:36])=[O:34].[CH:1]1([N:7]2[CH2:11][CH2:10][N:9]([CH2:12][CH2:13][CH2:14][CH2:15][N:16]3[CH2:21][CH2:20][CH:19]([C:22]4[CH:27]=[CH:26][CH:25]=[CH:24][C:23]=4[O:28][C:30]([CH3:33])([CH3:32])[CH3:31])[CH2:18][CH2:17]3)[C:8]2=[O:29])[CH2:2][CH2:3][CH2:4][CH2:5][CH2:6]1. The catalyst class is: 347. (2) Reactant: [NH2:1][C:2]1[N:6]([CH2:7][C:8]2[CH:13]=[CH:12][CH:11]=[CH:10][C:9]=2[Cl:14])[N:5]=[N:4][C:3]=1[C:15]([NH2:17])=[O:16].C([O:21][C:22]([CH3:27])([CH3:26])[C:23](Cl)=O)(=O)C.O. Product: [Cl:14][C:9]1[CH:10]=[CH:11][CH:12]=[CH:13][C:8]=1[CH2:7][N:6]1[C:2]2[N:1]=[C:23]([C:22]([OH:21])([CH3:27])[CH3:26])[NH:17][C:15](=[O:16])[C:3]=2[N:4]=[N:5]1. The catalyst class is: 17. (3) Reactant: Br[C:2]1[CH:7]=[CH:6][C:5]([N+:8]([O-:10])=[O:9])=[C:4]([CH:11]([F:13])[F:12])[CH:3]=1.[NH:14]1[CH2:19][CH2:18][O:17][CH2:16][C:15]1=[O:20].CNCCNC.C([O-])([O-])=O.[K+].[K+]. Product: [F:12][CH:11]([F:13])[C:4]1[CH:3]=[C:2]([N:14]2[CH2:19][CH2:18][O:17][CH2:16][C:15]2=[O:20])[CH:7]=[CH:6][C:5]=1[N+:8]([O-:10])=[O:9]. The catalyst class is: 11. (4) Reactant: [CH3:1][C:2]1([CH3:22])[O:6][C@H:5]2[C@H:7]([N:12]3[C:16]4[N:17]=[CH:18][N:19]=[C:20]([CH3:21])[C:15]=4[CH:14]=[CH:13]3)[O:8][C@@H:9]([CH:10]=[O:11])[C@H:4]2[O:3]1.[C:23]([Mg]Br)#[CH:24].C(=O)=O.CC(C)=O. Product: [CH3:1][C:2]1([CH3:22])[O:6][C@H:5]2[C@H:7]([N:12]3[C:16]4[N:17]=[CH:18][N:19]=[C:20]([CH3:21])[C:15]=4[CH:14]=[CH:13]3)[O:8][C@@H:9]([CH:10]([OH:11])[C:23]#[CH:24])[C@H:4]2[O:3]1. The catalyst class is: 1. (5) Reactant: [F:1][C:2]1[CH:3]=[C:4](/[CH:29]=[CH:30]/[O:31]C)[C:5]([O:27][CH3:28])=[C:6]([C:8]2[S:9][C:10]([C:13]3[CH:18]=[CH:17][C:16]([O:19][CH:20]([CH3:22])[CH3:21])=[C:15]([C:23]([F:26])([F:25])[F:24])[CH:14]=3)=[N:11][N:12]=2)[CH:7]=1.[I-].[Na+].C[Si](Cl)(C)C.O. Product: [F:1][C:2]1[CH:7]=[C:6]([C:8]2[S:9][C:10]([C:13]3[CH:18]=[CH:17][C:16]([O:19][CH:20]([CH3:21])[CH3:22])=[C:15]([C:23]([F:24])([F:25])[F:26])[CH:14]=3)=[N:11][N:12]=2)[C:5]([O:27][CH3:28])=[C:4]([CH2:29][CH:30]=[O:31])[CH:3]=1. The catalyst class is: 10. (6) Reactant: [CH3:1][C:2]1[C:6]([CH3:7])=[CH:5][S:4][CH:3]=1.[Al+3].[Cl-].[Cl-].[Cl-].[C:12](Cl)(=[O:14])[CH3:13]. The catalyst class is: 4. Product: [CH3:1][C:2]1[C:6]([CH3:7])=[CH:5][S:4][C:3]=1[C:12](=[O:14])[CH3:13]. (7) Reactant: [I:1][C:2]1[CH:7]=[CH:6][N:5]([C:8]2[CH:13]=[CH:12][CH:11]=[CH:10][CH:9]=2)[C:4](=[O:14])[C:3]=1[C:15](Cl)=[O:16].C(N(C(C)C)CC)(C)C.[CH3:27][O:28][C:29]1[CH:30]=[C:31]2[C:36](=[CH:37][C:38]=1[O:39][CH3:40])[N:35]=[CH:34][CH:33]=[C:32]2[O:41][C:42]1[CH:43]=[CH:44][C:45]([NH2:48])=[N:46][CH:47]=1. Product: [CH3:27][O:28][C:29]1[CH:30]=[C:31]2[C:36](=[CH:37][C:38]=1[O:39][CH3:40])[N:35]=[CH:34][CH:33]=[C:32]2[O:41][C:42]1[CH:43]=[CH:44][C:45]([NH:48][C:15]([C:3]2[C:4](=[O:14])[N:5]([C:8]3[CH:13]=[CH:12][CH:11]=[CH:10][CH:9]=3)[CH:6]=[CH:7][C:2]=2[I:1])=[O:16])=[N:46][CH:47]=1. The catalyst class is: 98.